Dataset: Full USPTO retrosynthesis dataset with 1.9M reactions from patents (1976-2016). Task: Predict the reactants needed to synthesize the given product. (1) Given the product [CH2:1]([O:3][C:4]([C:6]1[C:10]2[N:11]=[CH:12][N:13]=[C:14]([C:26]3[CH:25]=[C:24]([C:36](=[O:38])[CH3:37])[C:23]([CH3:39])=[CH:22][C:21]=3[O:20][CH2:19][CH:16]3[CH2:18][CH2:17]3)[C:9]=2[NH:8][CH:7]=1)=[O:5])[CH3:2], predict the reactants needed to synthesize it. The reactants are: [CH2:1]([O:3][C:4]([C:6]1[C:10]2[N:11]=[CH:12][N:13]=[C:14](Cl)[C:9]=2[NH:8][CH:7]=1)=[O:5])[CH3:2].[CH:16]1([CH2:19][O:20][C:21]2[C:26](B3OC(C)(C)C(C)(C)O3)=[CH:25][C:24]([C:36](=[O:38])[CH3:37])=[C:23]([CH3:39])[CH:22]=2)[CH2:18][CH2:17]1. (2) Given the product [F:1][C:2]1[CH:7]=[CH:6][C:5]([C:8]2[CH:17]=[CH:16][C:11]([C:12]([OH:14])=[O:13])=[CH:10][N:9]=2)=[CH:4][CH:3]=1, predict the reactants needed to synthesize it. The reactants are: [F:1][C:2]1[CH:7]=[CH:6][C:5]([C:8]2[CH:17]=[CH:16][C:11]([C:12]([O:14]C)=[O:13])=[CH:10][N:9]=2)=[CH:4][CH:3]=1.[OH-].[Na+]. (3) Given the product [Br:12][C:5]1[C:6]([C:7]([O:9][CH2:10][CH3:11])=[O:8])=[C:2]([Br:1])[N:3]([CH3:16])[N:4]=1, predict the reactants needed to synthesize it. The reactants are: [Br:1][C:2]1[C:6]([C:7]([O:9][CH2:10][CH3:11])=[O:8])=[C:5]([Br:12])[NH:4][N:3]=1.[H-].[Na+].I[CH3:16].O. (4) Given the product [CH3:50][O:49][CH2:48][C@@H:46]1[CH2:45][N:44]([C:51]([O:53][C:54]([CH3:56])([CH3:55])[CH3:57])=[O:52])[C@H:43]([C:41]2[NH:42][C:38]([C:33]3[CH:34]=[C:35]4[CH2:36][O:37][C:24]5[CH:23]=[C:22]6[C:27]([CH:28]=[CH:29][C:19]7[N:18]=[C:17]([C@@H:12]8[CH2:13][CH2:14][C@H:15]([CH3:16])[NH:11]8)[NH:21][C:20]=76)=[CH:26][C:25]=5[C:30]4=[CH:31][CH:32]=3)=[CH:39][N:40]=2)[CH2:47]1, predict the reactants needed to synthesize it. The reactants are: C(OC([N:11]1[C@@H:15]([CH3:16])[CH2:14][CH2:13][C@H:12]1[C:17]1[NH:21][C:20]2[C:22]3[C:27]([CH:28]=[CH:29][C:19]=2[N:18]=1)=[CH:26][C:25]1[C:30]2[C:35]([CH2:36][O:37][C:24]=1[CH:23]=3)=[CH:34][C:33]([C:38]1[NH:42][C:41]([C@@H:43]3[CH2:47][C@H:46]([CH2:48][O:49][CH3:50])[CH2:45][N:44]3[C:51]([O:53][C:54]([CH3:57])([CH3:56])[CH3:55])=[O:52])=[N:40][CH:39]=1)=[CH:32][CH:31]=2)=O)C1C=CC=CC=1.C([O-])(O)=O.[Na+]. (5) Given the product [F:23][CH:21]([F:22])[CH:8]([NH:7][C:31](=[O:32])[O:33][C:34]([CH3:37])([CH3:36])[CH3:35])[CH2:9][NH:10][C:11](=[O:20])[O:12][CH2:13][C:14]1[CH:15]=[CH:16][CH:17]=[CH:18][CH:19]=1, predict the reactants needed to synthesize it. The reactants are: C(O)(=O)C(O)=O.[NH2:7][CH:8]([CH:21]([F:23])[F:22])[CH2:9][NH:10][C:11](=[O:20])[O:12][CH2:13][C:14]1[CH:19]=[CH:18][CH:17]=[CH:16][CH:15]=1.C(N(CC)CC)C.[C:31](O[C:31]([O:33][C:34]([CH3:37])([CH3:36])[CH3:35])=[O:32])([O:33][C:34]([CH3:37])([CH3:36])[CH3:35])=[O:32]. (6) Given the product [C:23]([C:22]1[CH:25]=[CH:26][C:19]([N:17]2[C:8]([C:5]3[CH:6]=[CH:7][C:2]([CH3:1])=[CH:3][CH:4]=3)=[CH:9][C:10]([C:11]([O:13][CH3:14])=[O:12])=[N:18]2)=[CH:20][CH:21]=1)#[N:24], predict the reactants needed to synthesize it. The reactants are: [CH3:1][C:2]1[CH:7]=[CH:6][C:5]([C:8](=O)[CH2:9][C:10](=O)[C:11]([O:13][CH3:14])=[O:12])=[CH:4][CH:3]=1.[NH:17]([C:19]1[CH:26]=[CH:25][C:22]([C:23]#[N:24])=[CH:21][CH:20]=1)[NH2:18]. (7) Given the product [NH2:9][C:3]1[N:4]=[CH:5][N:6]=[C:7]([NH:10][C@@H:11]2[CH2:16][CH2:15][CH2:14][C@H:13]([NH:17][C:18](=[O:24])[CH:41]=[CH2:42])[CH2:12]2)[C:2]=1[C:29]1[CH:30]=[CH:31][C:26]([O:25][C:32]2[CH:37]=[CH:36][CH:35]=[CH:34][CH:33]=2)=[CH:27][CH:28]=1, predict the reactants needed to synthesize it. The reactants are: Cl[C:2]1[C:3]([NH2:9])=[N:4][CH:5]=[N:6][C:7]=1Cl.[NH2:10][C@H:11]1[CH2:16][CH2:15][CH2:14][C@H:13]([NH:17][C:18](=[O:24])OC(C)(C)C)[CH2:12]1.[O:25]([C:32]1[CH:37]=[CH:36][C:35](B(O)O)=[CH:34][CH:33]=1)[C:26]1[CH:31]=[CH:30][CH:29]=[CH:28][CH:27]=1.[C:41](Cl)(=O)[CH:42]=C. (8) Given the product [CH:25]1([CH:29]([CH:31]2[CH2:34][CH2:33][CH2:32]2)[N:10]2[C:11]3[CH:12]=[C:13]([C:20]([O:22][CH3:23])=[O:21])[CH:14]=[CH:15][C:16]=3[C:17]3[N:18]=[CH:19][C:7]([C:6]4[C:2]([CH3:1])=[N:3][O:4][C:5]=4[CH3:24])=[CH:8][C:9]2=3)[CH2:28][CH2:27][CH2:26]1, predict the reactants needed to synthesize it. The reactants are: [CH3:1][C:2]1[C:6]([C:7]2[CH:19]=[N:18][C:17]3[C:16]4[CH:15]=[CH:14][C:13]([C:20]([O:22][CH3:23])=[O:21])=[CH:12][C:11]=4[NH:10][C:9]=3[CH:8]=2)=[C:5]([CH3:24])[O:4][N:3]=1.[CH:25]1([CH:29]([CH:31]2[CH2:34][CH2:33][CH2:32]2)O)[CH2:28][CH2:27][CH2:26]1.CP(C)(C)=CC#N.